This data is from Catalyst prediction with 721,799 reactions and 888 catalyst types from USPTO. The task is: Predict which catalyst facilitates the given reaction. (1) Reactant: [Cl:1][C:2]1[CH:7]=[C:6]([NH:8][C:9]2[CH:14]=[CH:13][CH:12]=[CH:11][C:10]=2[N+:15]([O-])=O)[CH:5]=[CH:4][C:3]=1[C:18]([C:20]1[CH:25]=[C:24]([O:26][CH2:27][CH:28]([OH:31])[CH2:29][OH:30])[CH:23]=[CH:22][C:21]=1[F:32])=[O:19].[NH4+].[Cl-]. Product: [NH2:15][C:10]1[CH:11]=[CH:12][CH:13]=[CH:14][C:9]=1[NH:8][C:6]1[CH:5]=[CH:4][C:3]([C:18]([C:20]2[CH:25]=[C:24]([O:26][CH2:27][CH:28]([OH:31])[CH2:29][OH:30])[CH:23]=[CH:22][C:21]=2[F:32])=[O:19])=[C:2]([Cl:1])[CH:7]=1. The catalyst class is: 284. (2) Reactant: C([Li])CCC.[CH3:6]CCCCC.[O:12]1[CH:16]=[CH:15][C:14]([CH2:17][OH:18])=[CH:13]1.[C:19](=[O:21])=[O:20]. Product: [OH:18][CH2:17][C:14]1[CH:15]=[CH:16][O:12][C:13]=1[C:19]([O:21][CH3:6])=[O:20]. The catalyst class is: 7. (3) Reactant: [CH2:1]1[C:4]2([CH2:7][NH:6][CH2:5]2)[CH2:3][N:2]1[C:8]([O:10][C:11]([CH3:14])([CH3:13])[CH3:12])=[O:9].Br[C:16]1[CH:17]=[CH:18][C:19]([N+:22]([O-:24])=[O:23])=[N:20][CH:21]=1.CS(C)=O. Product: [C:11]([O:10][C:8]([N:2]1[CH2:3][C:4]2([CH2:7][N:6]([C:16]3[CH:21]=[N:20][C:19]([N+:22]([O-:24])=[O:23])=[CH:18][CH:17]=3)[CH2:5]2)[CH2:1]1)=[O:9])([CH3:14])([CH3:13])[CH3:12]. The catalyst class is: 6. (4) Reactant: C1(P(C2C=CC=CC=2)C2C=CC=CC=2)C=CC=CC=1.C(OC(=O)O[C@H:25]1[CH2:29][C@@H:28]([N:30]2[CH:38]=[N:37][C:36]3[C:31]2=[N:32][C:33]([Cl:40])=[N:34][C:35]=3[Cl:39])[CH:27]=[CH:26]1)C.[CH2:42]([C:44]1[CH:48]=[N:47][NH:46][N:45]=1)[CH3:43]. Product: [Cl:40][C:33]1[N:32]=[C:31]2[C:36]([N:37]=[CH:38][N:30]2[C@@H:28]2[CH2:29][C@H:25]([N:47]3[CH:48]=[C:44]([CH2:42][CH3:43])[N:45]=[N:46]3)[CH:26]=[CH:27]2)=[C:35]([Cl:39])[N:34]=1. The catalyst class is: 443. (5) Product: [CH3:1][C:2]1([CH3:22])[C@H:6]([C:7]2[CH:8]=[CH:9][C:10]([CH3:13])=[CH:11][CH:12]=2)[C:5]2[C:14]([CH3:21])=[C:15]([N:20]3[C:34](=[O:33])[CH2:35][CH:29]([C:23]4[CH:28]=[CH:27][CH:26]=[CH:25][CH:24]=4)[CH2:30][C:31]3=[O:32])[C:16]([CH3:19])=[C:17]([CH3:18])[C:4]=2[O:3]1. Reactant: [CH3:1][C:2]1([CH3:22])[C@H:6]([C:7]2[CH:12]=[CH:11][C:10]([CH3:13])=[CH:9][CH:8]=2)[C:5]2[C:14]([CH3:21])=[C:15]([NH2:20])[C:16]([CH3:19])=[C:17]([CH3:18])[C:4]=2[O:3]1.[C:23]1([CH:29]2[CH2:35][C:34](=O)[O:33][C:31](=[O:32])[CH2:30]2)[CH:28]=[CH:27][CH:26]=[CH:25][CH:24]=1.C(N=C=NCCCN(C)C)C.O. The catalyst class is: 1. (6) Reactant: [CH2:1]([C:3]([OH:32])([CH2:30][CH3:31])[C:4]#[C:5][CH2:6][O:7][CH2:8][C:9]1[C@:10]2([CH2:27][CH2:26][C@H:25]3[C:15](=[CH:16][CH:17]=[C:18]4[C@:23]3([CH3:24])[C@@H:22]([OH:28])[CH2:21][C@H:20]([OH:29])[CH2:19]4)[C@@H:12]2[CH2:13][CH:14]=1)[CH3:11])[CH3:2].N1C2C(=CC=CC=2)C=CC=1. Product: [CH2:1]([C:3]([OH:32])([CH2:30][CH3:31])[CH2:4]/[CH:5]=[CH:6]\[O:7][CH2:8][C:9]1[C@:10]2([CH2:27][CH2:26][C@H:25]3[C:15](=[CH:16][CH:17]=[C:18]4[C@:23]3([CH3:24])[C@@H:22]([OH:28])[CH2:21][C@H:20]([OH:29])[CH2:19]4)[C@@H:12]2[CH2:13][CH:14]=1)[CH3:11])[CH3:2]. The catalyst class is: 43. (7) Reactant: [NH2:1][C:2]1[N:7]=[CH:6][C:5](B(O)O)=[C:4]([Cl:11])[CH:3]=1.Br[C:13]1[S:14][CH:15]=[C:16]([CH3:18])[N:17]=1.C([O-])([O-])=O.[Na+].[Na+]. Product: [Cl:11][C:4]1[C:5]([C:13]2[S:14][CH:15]=[C:16]([CH3:18])[N:17]=2)=[CH:6][N:7]=[C:2]([NH2:1])[CH:3]=1. The catalyst class is: 203. (8) Reactant: [CH3:1][O:2][CH2:3][C:4]1[NH:5][C:6](=O)[C:7]2[CH:13]=[CH:12][C:11]([C:14]3[C:19]([C:20]([F:23])([F:22])[F:21])=[CH:18][CH:17]=[CH:16][N:15]=3)=[N:10][C:8]=2[N:9]=1.N1C(C)=CC=CC=1C.O=P(Cl)(Cl)[Cl:35]. Product: [Cl:35][C:6]1[C:7]2[CH:13]=[CH:12][C:11]([C:14]3[C:19]([C:20]([F:23])([F:22])[F:21])=[CH:18][CH:17]=[CH:16][N:15]=3)=[N:10][C:8]=2[N:9]=[C:4]([CH2:3][O:2][CH3:1])[N:5]=1. The catalyst class is: 22. (9) Reactant: [CH2:1]([O:3][C:4]([NH:6][C:7]1[C:8]([CH:12]=O)=[CH:9][S:10][CH:11]=1)=[O:5])[CH3:2].[NH2:14][CH:15]1[CH2:20][CH2:19][N:18]([C:21]([O:23][C:24]([CH3:27])([CH3:26])[CH3:25])=[O:22])[CH2:17][CH2:16]1.C1(C)C=CC=CC=1.[BH4-].[Na+]. Product: [CH3:26][C:24]([CH3:27])([O:23][C:21]([N:18]1[CH2:17][CH2:16][CH:15]([NH:14][CH2:12][C:8]2[C:7]([NH:6][C:4]([O:3][CH2:1][CH3:2])=[O:5])=[CH:11][S:10][CH:9]=2)[CH2:20][CH2:19]1)=[O:22])[CH3:25]. The catalyst class is: 6.